The task is: Predict the reactants needed to synthesize the given product.. This data is from Full USPTO retrosynthesis dataset with 1.9M reactions from patents (1976-2016). (1) Given the product [Br:1][CH2:2][C:3]1[CH:8]=[CH:7][C:6]([CH2:9][CH2:10][OH:11])=[CH:5][CH:4]=1, predict the reactants needed to synthesize it. The reactants are: [Br:1][CH2:2][C:3]1[CH:8]=[CH:7][C:6]([CH2:9][C:10](O)=[O:11])=[CH:5][CH:4]=1.Cl. (2) The reactants are: C(C1C=CC(C(NC2C=CC(C3SC(CCC(O)=O)=NC=3)=CC=2)=O)=CC=1)(C)(C)C.[Cl:30][C:31]1[CH:60]=[CH:59][CH:58]=[CH:57][C:32]=1[C:33]([NH:35][C:36]1[CH:41]=[CH:40][C:39]([C:42]2[O:46][C:45]([CH:47]3[CH2:52][CH2:51][CH:50]([C:53]([O:55]C)=[O:54])[CH2:49][CH2:48]3)=[N:44][CH:43]=2)=[CH:38][CH:37]=1)=[O:34]. Given the product [Cl:30][C:31]1[CH:60]=[CH:59][CH:58]=[CH:57][C:32]=1[C:33]([NH:35][C:36]1[CH:37]=[CH:38][C:39]([C:42]2[O:46][C:45]([CH:47]3[CH2:48][CH2:49][CH:50]([C:53]([OH:55])=[O:54])[CH2:51][CH2:52]3)=[N:44][CH:43]=2)=[CH:40][CH:41]=1)=[O:34], predict the reactants needed to synthesize it. (3) Given the product [CH3:3][CH:2]([C:1]([O:5][CH2:6][CH3:7])=[O:4])[CH2:20][CH2:21][CH:17]=[CH:18][CH3:19], predict the reactants needed to synthesize it. The reactants are: [C:1]([O:5][CH2:6][CH3:7])(=[O:4])[CH:2]=[CH2:3].B(F)(F)F.CCOCC.[CH:17]1[CH2:21][CH:20]=[CH:19][CH:18]=1.C1C2C3C=CC(C2C=C1)C3.S(=O)(=O)(O)O. (4) The reactants are: CC(OC(/N=N/C(OC(C)C)=O)=O)C.[OH:15][CH2:16][CH2:17][NH:18][C:19](=[O:25])[O:20][C:21]([CH3:24])([CH3:23])[CH3:22].O[C:27]1[C:36]([O:37][CH3:38])=[CH:35][CH:34]=[CH:33][C:28]=1[C:29]([O:31][CH3:32])=[O:30].C1(P(C2C=CC=CC=2)C2C=CC=CC=2)C=CC=CC=1. Given the product [CH3:23][C:21]([O:20][C:19]([NH:18][CH2:17][CH2:16][O:15][C:27]1[C:36]([O:37][CH3:38])=[CH:35][CH:34]=[CH:33][C:28]=1[C:29]([O:31][CH3:32])=[O:30])=[O:25])([CH3:22])[CH3:24], predict the reactants needed to synthesize it. (5) Given the product [CH:1]1([C:4]2[CH:5]=[CH:6][C:7]([CH2:10][C:11]([NH:13][CH:14]([C:21]3[CH:26]=[CH:25][C:24]([OH:27])=[CH:23][CH:22]=3)[C:15]3[N:16]=[C:17]([CH3:20])[NH:18][CH:19]=3)=[O:12])=[CH:8][CH:9]=2)[CH2:3][CH2:2]1, predict the reactants needed to synthesize it. The reactants are: [CH:1]1([C:4]2[CH:9]=[CH:8][C:7]([CH2:10][C:11]([NH:13][CH:14]([C:21]3[CH:26]=[CH:25][C:24]([O:27]C)=[CH:23][CH:22]=3)[C:15]3[N:16]=[C:17]([CH3:20])[NH:18][CH:19]=3)=[O:12])=[CH:6][CH:5]=2)[CH2:3][CH2:2]1.B(Br)(Br)Br. (6) Given the product [C:1]([C:5]1[N:10]=[CH:9][C:8]([C:11]2[N:12]([C:32]([N:41]3[CH2:42][CH2:43][NH:38][C:39](=[O:44])[CH2:40]3)=[O:33])[C@@:13]([C:25]3[CH:26]=[CH:27][C:28]([Cl:31])=[CH:29][CH:30]=3)([CH3:24])[C@@:14]([C:17]3[CH:18]=[CH:19][C:20]([Cl:23])=[CH:21][CH:22]=3)([CH3:16])[N:15]=2)=[C:7]([O:35][CH2:36][CH3:37])[CH:6]=1)([CH3:2])([CH3:3])[CH3:4], predict the reactants needed to synthesize it. The reactants are: [C:1]([C:5]1[N:10]=[CH:9][C:8]([C:11]2[N:12]([C:32](Cl)=[O:33])[C:13]([C:25]3[CH:30]=[CH:29][C:28]([Cl:31])=[CH:27][CH:26]=3)([CH3:24])[C:14]([C:17]3[CH:22]=[CH:21][C:20]([Cl:23])=[CH:19][CH:18]=3)([CH3:16])[N:15]=2)=[C:7]([O:35][CH2:36][CH3:37])[CH:6]=1)([CH3:4])([CH3:3])[CH3:2].[NH:38]1[CH2:43][CH2:42][NH:41][CH2:40][C:39]1=[O:44]. (7) Given the product [CH3:13][O:11][C:10]([C:8]1[CH:7]=[CH:6][N:5]2[N:1]=[CH:2][CH:3]=[C:4]2[CH:9]=1)=[O:12], predict the reactants needed to synthesize it. The reactants are: [N:1]1[N:5]2[CH:6]=[CH:7][C:8]([C:10]([OH:12])=[O:11])=[CH:9][C:4]2=[CH:3][CH:2]=1.[CH3:13]O. (8) Given the product [CH2:6]([O:8][C:9]([C:11]1[C:15]2[C:16]3[CH:35]=[C:18]([O:33][CH3:34])[CH:19]=[CH:20][C:21]=3[N:22]=[CH:23][C:14]=2[NH:13][CH:12]=1)=[O:10])[CH3:7], predict the reactants needed to synthesize it. The reactants are: P(Cl)(Cl)(Cl)=O.[CH2:6]([O:8][C:9]([C:11]1[C:15]([C:16]2[C:21]([NH:22][C:23](OCC3C=CC=CC=3)=O)=[CH:20][CH:19]=[C:18]([O:33][CH3:34])N=2)=[CH:14][NH:13][CH:12]=1)=[O:10])[CH3:7].[C:35](=O)(O)[O-].[Na+].C([O-])([O-])=O.[K+].[K+].